Dataset: Full USPTO retrosynthesis dataset with 1.9M reactions from patents (1976-2016). Task: Predict the reactants needed to synthesize the given product. (1) Given the product [CH2:1]([CH:8]1[CH2:13][CH2:12][N:11]([CH2:14][CH2:15][C:16]2([C:18]3[CH:19]=[C:20]([NH:24][C:25]4[C:34]5[C:29](=[CH:30][CH:31]=[CH:32][CH:33]=5)[N:28]=[C:27]([CH3:35])[CH:26]=4)[CH:21]=[CH:22][CH:23]=3)[O:57][CH2:56][CH2:55][CH2:54][O:17]2)[CH2:10][CH2:9]1)[C:2]1[CH:3]=[CH:4][CH:5]=[CH:6][CH:7]=1, predict the reactants needed to synthesize it. The reactants are: [CH2:1]([CH:8]1[CH2:13][CH2:12][N:11]([CH2:14][CH2:15][C:16]([C:18]2[CH:23]=[CH:22][CH:21]=[C:20]([NH:24][C:25]3[C:34]4[C:29](=[CH:30][CH:31]=[CH:32][CH:33]=4)[N:28]=[C:27]([CH3:35])[CH:26]=3)[CH:19]=2)=[O:17])[CH2:10][CH2:9]1)[C:2]1[CH:7]=[CH:6][CH:5]=[CH:4][CH:3]=1.CC1C=CC(S(O)(=O)=O)=CC=1.C1(C)C=CC=CC=1.[CH2:54](O)[CH2:55][CH2:56][OH:57]. (2) Given the product [NH:22]1[C:23]2[C:19](=[CH:18][C:17]([NH:16][C:14](=[O:15])/[CH:13]=[CH:12]/[C:3]3[CH:4]=[CH:5][C:6]([C:8]([F:11])([F:10])[F:9])=[CH:7][C:2]=3[C:28]3[CH:27]=[N:26][CH:31]=[CH:30][CH:29]=3)=[CH:25][CH:24]=2)[CH:20]=[CH:21]1, predict the reactants needed to synthesize it. The reactants are: Br[C:2]1[CH:7]=[C:6]([C:8]([F:11])([F:10])[F:9])[CH:5]=[CH:4][C:3]=1/[CH:12]=[CH:13]/[C:14]([NH:16][C:17]1[CH:18]=[C:19]2[C:23](=[CH:24][CH:25]=1)[NH:22][CH:21]=[CH:20]2)=[O:15].[N:26]1[CH:31]=[CH:30][CH:29]=[C:28](B(O)O)[CH:27]=1. (3) Given the product [ClH:1].[CH3:18][S:15]([N:11]1[CH:12]=[CH:13][CH:14]=[C:10]1[CH2:9][NH2:8])(=[O:17])=[O:16], predict the reactants needed to synthesize it. The reactants are: [ClH:1].C(OC(=O)[NH:8][CH2:9][C:10]1[N:11]([S:15]([CH3:18])(=[O:17])=[O:16])[CH:12]=[CH:13][CH:14]=1)(C)(C)C. (4) The reactants are: [N:1]1[C:10]2[C:5](=[CH:6][C:7]([C:11](Cl)=[O:12])=[CH:8][CH:9]=2)[N:4]=[CH:3][CH:2]=1.C(O[AlH-](OC(C)(C)C)OC(C)(C)C)(C)(C)C.[Li+]. Given the product [N:1]1[C:10]2[C:5](=[CH:6][C:7]([CH:11]=[O:12])=[CH:8][CH:9]=2)[N:4]=[CH:3][CH:2]=1, predict the reactants needed to synthesize it. (5) Given the product [F:18][C:19]1[CH:39]=[C:38]([N+:40]([O-:42])=[O:41])[CH:37]=[CH:36][C:20]=1[O:21][C:2]1[CH:7]=[CH:6][N:5]=[C:4]2[CH:8]=[C:9]([C:11]([N:13]3[CH2:17][CH2:16][CH2:15][CH2:14]3)=[O:12])[S:10][C:3]=12, predict the reactants needed to synthesize it. The reactants are: Cl[C:2]1[CH:7]=[CH:6][N:5]=[C:4]2[CH:8]=[C:9]([C:11]([N:13]3[CH2:17][CH2:16][CH2:15][CH2:14]3)=[O:12])[S:10][C:3]=12.[F:18][C:19]1[CH:39]=[C:38]([N+:40]([O-:42])=[O:41])[CH:37]=[CH:36][C:20]=1[O:21]C1C=CN=C2C=C(C(N(C)C)=O)SC=12. (6) Given the product [Br:1][C:2]1[CH:3]=[C:4]([C:10]2[CH:15]=[CH:14][C:13]([C:16]([OH:18])=[O:17])=[CH:12][CH:11]=2)[CH:5]=[CH:6][C:7]=1[O:8][CH3:9], predict the reactants needed to synthesize it. The reactants are: [Br:1][C:2]1[CH:3]=[C:4]([C:10]2[CH:15]=[CH:14][C:13]([C:16]([O:18]CC)=[O:17])=[CH:12][CH:11]=2)[CH:5]=[CH:6][C:7]=1[O:8][CH3:9].[OH-].[Na+].Cl. (7) Given the product [Cl:8][C:6]1[CH:5]=[CH:4][C:3]([OH:9])=[C:2]([NH:1][C:17](=[O:19])[CH3:18])[CH:7]=1, predict the reactants needed to synthesize it. The reactants are: [NH2:1][C:2]1[CH:7]=[C:6]([Cl:8])[CH:5]=[CH:4][C:3]=1[OH:9].C(N(CC)CC)C.[C:17](Cl)(=[O:19])[CH3:18]. (8) Given the product [F:1][C:2]1([F:25])[CH2:7][CH2:6][CH2:5][C:4]([CH2:9][NH:10][C:11]([C:13]2[C:14]3[CH:15]=[CH:16][C:17]([N:38]4[CH2:39][CH2:40][C@H:36]([F:35])[CH2:37]4)=[N:18][C:19]=3[CH:20]=[CH:21][C:22]=2[Cl:23])=[O:12])([OH:8])[CH2:3]1, predict the reactants needed to synthesize it. The reactants are: [F:1][C:2]1([F:25])[CH2:7][CH2:6][CH2:5][C:4]([CH2:9][NH:10][C:11]([C:13]2[C:14]3[CH:15]=[CH:16][C:17](Cl)=[N:18][C:19]=3[CH:20]=[CH:21][C:22]=2[Cl:23])=[O:12])([OH:8])[CH2:3]1.CCN(C(C)C)C(C)C.[F:35][C@H:36]1[CH2:40][CH2:39][NH:38][CH2:37]1. (9) Given the product [CH2:1]([N:2]1[CH:6]2[CH2:5][CH2:4][CH:3]1[CH2:10][C:8](=[O:9])[CH2:7]2)[C:16]1[CH:15]=[CH:5][CH:4]=[CH:3][CH:10]=1, predict the reactants needed to synthesize it. The reactants are: [CH3:1][N:2]1[CH:6]2[CH2:7][C:8]([CH2:10][CH:3]1[CH2:4][CH2:5]2)=[O:9].ClC(O[CH2:15][CH2:16]Cl)=O.O.